Dataset: CYP2D6 substrate classification data from Carbon-Mangels et al.. Task: Regression/Classification. Given a drug SMILES string, predict its absorption, distribution, metabolism, or excretion properties. Task type varies by dataset: regression for continuous measurements (e.g., permeability, clearance, half-life) or binary classification for categorical outcomes (e.g., BBB penetration, CYP inhibition). Dataset: cyp2d6_substrate_carbonmangels. (1) The molecule is CC[C@]1(O)C[C@H]2CN(CCc3c([nH]c4ccccc34)[C@@](C(=O)OC)(c3cc4c(cc3OC)N(C=O)[C@H]3[C@@](O)(C(=O)OC)[C@H](OC(C)=O)[C@]5(CC)C=CCN6CC[C@]43[C@@H]65)C2)C1. The result is 0 (non-substrate). (2) The molecule is Cc1nc(C)c2c(n1)N(Cc1ccc(-c3ccccc3-c3nnn[nH]3)cc1)C(=O)CC2. The result is 0 (non-substrate).